Dataset: Merck oncology drug combination screen with 23,052 pairs across 39 cell lines. Task: Regression. Given two drug SMILES strings and cell line genomic features, predict the synergy score measuring deviation from expected non-interaction effect. (1) Drug 1: O=C(CCCCCCC(=O)Nc1ccccc1)NO. Drug 2: NC1(c2ccc(-c3nc4ccn5c(=O)[nH]nc5c4cc3-c3ccccc3)cc2)CCC1. Cell line: KPL1. Synergy scores: synergy=52.0. (2) Drug 1: N.N.O=C(O)C1(C(=O)O)CCC1.[Pt]. Drug 2: COC1CC2CCC(C)C(O)(O2)C(=O)C(=O)N2CCCCC2C(=O)OC(C(C)CC2CCC(OP(C)(C)=O)C(OC)C2)CC(=O)C(C)C=C(C)C(O)C(OC)C(=O)C(C)CC(C)C=CC=CC=C1C. Cell line: HT144. Synergy scores: synergy=8.59. (3) Drug 1: O=C(CCCCCCC(=O)Nc1ccccc1)NO. Drug 2: CCC1(O)C(=O)OCc2c1cc1n(c2=O)Cc2cc3c(CN(C)C)c(O)ccc3nc2-1. Cell line: NCIH520. Synergy scores: synergy=12.2. (4) Drug 1: O=c1[nH]cc(F)c(=O)[nH]1. Drug 2: Cc1nc(Nc2ncc(C(=O)Nc3c(C)cccc3Cl)s2)cc(N2CCN(CCO)CC2)n1. Cell line: RPMI7951. Synergy scores: synergy=19.1. (5) Drug 1: O=S1(=O)NC2(CN1CC(F)(F)F)C1CCC2Cc2cc(C=CCN3CCC(C(F)(F)F)CC3)ccc2C1. Drug 2: Cn1cc(-c2cnn3c(N)c(Br)c(C4CCCNC4)nc23)cn1. Cell line: SKOV3. Synergy scores: synergy=25.9. (6) Drug 1: O=C(CCCCCCC(=O)Nc1ccccc1)NO. Drug 2: Cn1c(=O)n(-c2ccc(C(C)(C)C#N)cc2)c2c3cc(-c4cnc5ccccc5c4)ccc3ncc21. Cell line: NCIH23. Synergy scores: synergy=-3.60. (7) Drug 1: CC1CC2C3CCC4=CC(=O)C=CC4(C)C3(F)C(O)CC2(C)C1(O)C(=O)CO. Drug 2: CCN(CC)CCNC(=O)c1c(C)[nH]c(C=C2C(=O)Nc3ccc(F)cc32)c1C. Cell line: T47D. Synergy scores: synergy=0.643. (8) Drug 1: CN(Cc1cnc2nc(N)nc(N)c2n1)c1ccc(C(=O)NC(CCC(=O)O)C(=O)O)cc1. Drug 2: NC(=O)c1cccc2cn(-c3ccc(C4CCCNC4)cc3)nc12. Cell line: MDAMB436. Synergy scores: synergy=-1.19.